Predict the reactants needed to synthesize the given product. From a dataset of Full USPTO retrosynthesis dataset with 1.9M reactions from patents (1976-2016). (1) Given the product [Br:1][C:2]1[CH:10]=[CH:9][C:8]2[C:4](=[CH:5][N:6]([CH2:22][CH3:23])[N:7]=2)[C:3]=1[C:11]([O:13][CH3:14])=[O:12], predict the reactants needed to synthesize it. The reactants are: [Br:1][C:2]1[CH:10]=[CH:9][C:8]2[NH:7][N:6]=[CH:5][C:4]=2[C:3]=1[C:11]([O:13][CH3:14])=[O:12].F[P-](F)(F)(F)(F)F.[CH2:22]([O+](CC)CC)[CH3:23]. (2) Given the product [F:26][C:18]1[CH:17]=[C:16]([C:7]2[CH:6]=[C:5]([C:3]([OH:4])=[O:2])[C:10]3[O:11][CH2:12][CH2:13][CH2:14][CH2:15][C:9]=3[CH:8]=2)[CH:21]=[C:20]([C:22](=[O:25])[NH:23][CH3:24])[CH:19]=1, predict the reactants needed to synthesize it. The reactants are: C[O:2][C:3]([C:5]1[C:10]2[O:11][CH2:12][CH2:13][CH2:14][CH2:15][C:9]=2[CH:8]=[C:7]([C:16]2[CH:21]=[C:20]([C:22](=[O:25])[NH:23][CH3:24])[CH:19]=[C:18]([F:26])[CH:17]=2)[CH:6]=1)=[O:4].[OH-].[K+].